Dataset: Forward reaction prediction with 1.9M reactions from USPTO patents (1976-2016). Task: Predict the product of the given reaction. (1) Given the reactants [Cl:1][C:2]1[CH:3]=[C:4]([CH:9]=[CH:10][C:11]=1[C:12]1[N:17]=[C:16]2[O:18][C:19]([CH3:31])([CH3:30])[CH2:20][CH:21]([NH:22]C(OC(C)(C)C)=O)[C:15]2=[CH:14][C:13]=1[C:32]1[CH:37]=[CH:36][C:35]([Cl:38])=[CH:34][CH:33]=1)[C:5]([O:7][CH3:8])=[O:6].C(O)(C(F)(F)F)=O, predict the reaction product. The product is: [NH2:22][CH:21]1[C:15]2[C:16](=[N:17][C:12]([C:11]3[CH:10]=[CH:9][C:4]([C:5]([O:7][CH3:8])=[O:6])=[CH:3][C:2]=3[Cl:1])=[C:13]([C:32]3[CH:33]=[CH:34][C:35]([Cl:38])=[CH:36][CH:37]=3)[CH:14]=2)[O:18][C:19]([CH3:31])([CH3:30])[CH2:20]1. (2) Given the reactants [CH2:1]([CH2:11]/[C:12](/[CH3:22])=[CH:13]/[CH2:14][CH2:15]/[C:16](/[CH3:21])=[CH:17]/[C:18]([OH:20])=[O:19])/[CH:2]=[C:3](/[CH2:5][CH2:6][CH:7]=[C:8]([CH3:10])[CH3:9])\[CH3:4].[OH:23][CH2:24][CH:25]([CH2:27]O)[OH:26], predict the reaction product. The product is: [CH3:21][C:16]([CH2:15][CH2:14][CH:13]=[C:12]([CH3:22])[CH2:11][CH2:1][CH:2]=[C:3]([CH3:4])[CH2:5][CH2:6][CH:7]=[C:8]([CH3:10])[CH3:9])=[CH:17][C:18]([O:20][CH2:27][CH:25]([CH2:24][OH:23])[OH:26])=[O:19]. (3) Given the reactants Br[C:2]1[CH:7]=[CH:6][C:5]([O:8][CH2:9][C:10]2[CH:15]=[CH:14][CH:13]=[CH:12][CH:11]=2)=[CH:4][C:3]=1[CH:16]1[CH2:20][CH2:19][CH2:18][CH2:17]1.[Li]CCCC.[B:26](OCC)([O:30]CC)[O:27]CC, predict the reaction product. The product is: [CH:16]1([C:3]2[CH:4]=[C:5]([O:8][CH2:9][C:10]3[CH:15]=[CH:14][CH:13]=[CH:12][CH:11]=3)[CH:6]=[CH:7][C:2]=2[B:26]([OH:30])[OH:27])[CH2:20][CH2:19][CH2:18][CH2:17]1. (4) Given the reactants [Cl:1][C:2]1[CH:8]=[CH:7][C:5]([NH2:6])=[CH:4][C:3]=1[CH3:9].[C:10](Cl)(=[O:19])[CH:11]=[CH:12][C:13]1[CH:18]=[CH:17][CH:16]=[CH:15][CH:14]=1, predict the reaction product. The product is: [Cl:1][C:2]1[CH:8]=[CH:7][C:5]([NH:6][C:10](=[O:19])[CH:11]=[CH:12][C:13]2[CH:18]=[CH:17][CH:16]=[CH:15][CH:14]=2)=[CH:4][C:3]=1[CH3:9].